Predict the product of the given reaction. From a dataset of Forward reaction prediction with 1.9M reactions from USPTO patents (1976-2016). The product is: [F:23][C:20]1[CH:21]=[CH:22][C:17]([C:4]2[NH:5][CH:6]=[C:2]([C:42]3[CH2:43][CH2:44][N:45]4[C@H:40]([CH:41]=3)[CH2:39][C@@H:38]([C:32]3[CH:33]=[CH:34][CH:35]=[CH:36][CH:37]=3)[CH2:46]4)[C:3]=2[C:26]2[CH:27]=[CH:28][N:29]=[CH:30][CH:31]=2)=[CH:18][C:19]=1[O:24][CH3:25]. Given the reactants Br[C:2]1[C:3]([C:26]2[CH:31]=[CH:30][N:29]=[CH:28][CH:27]=2)=[C:4]([C:17]2[CH:22]=[CH:21][C:20]([F:23])=[C:19]([O:24][CH3:25])[CH:18]=2)[N:5]([Si](C(C)C)(C(C)C)C(C)C)[CH:6]=1.[C:32]1([C@H:38]2[CH2:46][N:45]3[C@H:40]([CH2:41][C:42](=O)[CH2:43][CH2:44]3)[CH2:39]2)[CH:37]=[CH:36][CH:35]=[CH:34][CH:33]=1.C(N)(C)C, predict the reaction product.